Dataset: Reaction yield outcomes from USPTO patents with 853,638 reactions. Task: Predict the reaction yield, written as a fraction of the theoretical maximum amount of product (1.0 means a 100% yield; for example, 0.34 means a 34% yield). (1) The reactants are FC(F)(F)C([N:5]1[CH2:14][CH2:13][C:12]2[C:7](=[CH:8][C:9]([C:15]([F:18])([F:17])[F:16])=[CH:10][CH:11]=2)[CH2:6]1)=[O:4].[C:21](=O)([O-])[O-:22].[K+].[K+]. The catalyst is C(O)C.O. The product is [NH4+:5].[OH-:4].[CH3:21][OH:22].[F:18][C:15]([F:16])([F:17])[C:9]1[CH:8]=[C:7]2[C:12]([CH2:13][CH2:14][NH:5][CH2:6]2)=[CH:11][CH:10]=1. The yield is 0.0100. (2) The catalyst is CC(O)=O. The reactants are [CH3:1][S:2]([C:5]1[CH:6]=[C:7]([NH:11][C:12]2[C:17]3[C:18](=[O:21])[NH:19][CH2:20][C:16]=3[CH:15]=[C:14]([NH:22][C@@H:23]3[CH2:27][CH2:26][CH2:25][C@@H:24]3[NH:28]C(=O)OC(C)(C)C)[N:13]=2)[CH:8]=[CH:9][CH:10]=1)(=[O:4])=[O:3].Cl. The product is [NH2:28][C@H:24]1[CH2:25][CH2:26][CH2:27][C@H:23]1[NH:22][C:14]1[N:13]=[C:12]([NH:11][C:7]2[CH:8]=[CH:9][CH:10]=[C:5]([S:2]([CH3:1])(=[O:4])=[O:3])[CH:6]=2)[C:17]2[C:18](=[O:21])[NH:19][CH2:20][C:16]=2[CH:15]=1. The yield is 0.670.